Task: Predict which catalyst facilitates the given reaction.. Dataset: Catalyst prediction with 721,799 reactions and 888 catalyst types from USPTO (1) Reactant: [Cl:1][C:2]1[CH:7]=[CH:6][C:5]([NH:8][C:9](=[O:17])[C:10]2[CH:15]=[CH:14][CH:13]=[C:12]([OH:16])[CH:11]=2)=[CH:4][C:3]=1[C:18]1[NH:22][C:21]2[CH:23]=[CH:24][C:25]([N:27]([CH3:29])[CH3:28])=[CH:26][C:20]=2[N:19]=1.O[CH2:31][CH2:32][CH2:33][CH2:34][CH2:35][CH2:36][C:37]([O:39][CH2:40][CH3:41])=[O:38].C1C=CC(P(C2C=CC=CC=2)C2C=CC=CC=2)=CC=1.CC(OC(/N=N/C(OC(C)C)=O)=O)C. Product: [CH2:40]([O:39][C:37](=[O:38])[CH2:36][CH2:35][CH2:34][CH2:33][CH2:32][CH2:31][O:16][C:12]1[CH:13]=[CH:14][CH:15]=[C:10]([C:9](=[O:17])[NH:8][C:5]2[CH:6]=[CH:7][C:2]([Cl:1])=[C:3]([C:18]3[NH:22][C:21]4[CH:23]=[CH:24][C:25]([N:27]([CH3:29])[CH3:28])=[CH:26][C:20]=4[N:19]=3)[CH:4]=2)[CH:11]=1)[CH3:41]. The catalyst class is: 1. (2) Reactant: [C:1]([O:5][C:6]([CH2:8][O:9][CH:10]1[CH:14]([OH:15])[CH2:13][N:12]([C:16](=[O:35])[C@H:17]([CH2:31][CH:32]([CH3:34])[CH3:33])[NH:18][C:19]([C:21]2[CH:30]=[CH:29][C:28]3[C:23](=[CH:24][CH:25]=[CH:26][CH:27]=3)[N:22]=2)=[O:20])[CH2:11]1)=[O:7])([CH3:4])([CH3:3])[CH3:2].CC(OI1(OC(C)=O)(OC(C)=O)OC(=O)C2C=CC=CC1=2)=O.CCCCCC.C(OCC)(=O)C. Product: [C:1]([O:5][C:6]([CH2:8][O:9][CH:10]1[C:14](=[O:15])[CH2:13][N:12]([C:16](=[O:35])[C@H:17]([CH2:31][CH:32]([CH3:33])[CH3:34])[NH:18][C:19]([C:21]2[CH:30]=[CH:29][C:28]3[C:23](=[CH:24][CH:25]=[CH:26][CH:27]=3)[N:22]=2)=[O:20])[CH2:11]1)=[O:7])([CH3:4])([CH3:3])[CH3:2]. The catalyst class is: 4. (3) Reactant: [N:1]([CH2:4][CH:5]1[CH2:9][C:8]2[CH:10]=[CH:11][C:12]([F:21])=[C:13]([C:14]3[CH:19]=[CH:18][CH:17]=[CH:16][C:15]=3[CH3:20])[C:7]=2[O:6]1)=[N+]=[N-].C1(P(C2C=CC=CC=2)C2C=CC=CC=2)C=CC=CC=1. Product: [F:21][C:12]1[CH:11]=[CH:10][C:8]2[CH2:9][CH:5]([CH2:4][NH2:1])[O:6][C:7]=2[C:13]=1[C:14]1[CH:19]=[CH:18][CH:17]=[CH:16][C:15]=1[CH3:20]. The catalyst class is: 7. (4) Reactant: [F:1][CH:2]1[CH:7]([C:8]2[CH:13]=[CH:12][N:11]=[CH:10][C:9]=2[N+:14]([O-:16])=[O:15])[O:6][CH:5]([CH3:17])[C:4]([CH3:19])([OH:18])[CH:3]1[OH:20].N1C=CN=C1.[C:26]([Si:30](Cl)([CH3:32])[CH3:31])([CH3:29])([CH3:28])[CH3:27].O. Product: [Si:30]([O:20][CH:3]1[CH:2]([F:1])[CH:7]([C:8]2[CH:13]=[CH:12][N:11]=[CH:10][C:9]=2[N+:14]([O-:16])=[O:15])[O:6][CH:5]([CH3:17])[C:4]1([CH3:19])[OH:18])([C:26]([CH3:29])([CH3:28])[CH3:27])([CH3:32])[CH3:31]. The catalyst class is: 3. (5) Reactant: [CH2:1]([O:8][C:9](=[O:41])[NH:10][CH:11]([CH3:40])[CH:12]([NH:22][S:23]([C:26]1[CH:31]=[CH:30][C:29]([O:32][CH2:33][C:34]2[CH:39]=[CH:38][CH:37]=[CH:36][CH:35]=2)=[CH:28][CH:27]=1)(=[O:25])=[O:24])[C:13]12[O:20][CH2:19][C:16]([CH3:21])([CH2:17][O:18]1)[CH2:15][O:14]2)[C:2]1[CH:7]=[CH:6][CH:5]=[CH:4][CH:3]=1.C(=O)([O-])[O-].[Cs+].[Cs+].Br[CH2:49][C:50]([O:52][CH3:53])=[O:51]. Product: [CH3:53][O:52][C:50](=[O:51])[CH2:49][N:22]([S:23]([C:26]1[CH:27]=[CH:28][C:29]([O:32][CH2:33][C:34]2[CH:39]=[CH:38][CH:37]=[CH:36][CH:35]=2)=[CH:30][CH:31]=1)(=[O:25])=[O:24])[CH:12]([C:13]12[O:20][CH2:19][C:16]([CH3:21])([CH2:17][O:18]1)[CH2:15][O:14]2)[CH:11]([NH:10][C:9]([O:8][CH2:1][C:2]1[CH:7]=[CH:6][CH:5]=[CH:4][CH:3]=1)=[O:41])[CH3:40]. The catalyst class is: 42. (6) Reactant: [CH:1]1([C:4]2[NH:9][C:8](=[O:10])[C:7]([C:11]#[N:12])=[C:6]([C:13]3[CH:18]=[CH:17][C:16]([N+:19]([O-:21])=[O:20])=[CH:15][CH:14]=3)[CH:5]=2)[CH2:3][CH2:2]1.[F:22][C:23]([F:36])([F:35])[S:24](O[S:24]([C:23]([F:36])([F:35])[F:22])(=[O:26])=[O:25])(=[O:26])=[O:25]. Product: [C:11]([C:7]1[C:8]([O:10][S:24]([C:23]([F:36])([F:35])[F:22])(=[O:26])=[O:25])=[N:9][C:4]([CH:1]2[CH2:2][CH2:3]2)=[CH:5][C:6]=1[C:13]1[CH:14]=[CH:15][C:16]([N+:19]([O-:21])=[O:20])=[CH:17][CH:18]=1)#[N:12]. The catalyst class is: 17.